From a dataset of Experimentally validated miRNA-target interactions with 360,000+ pairs, plus equal number of negative samples. Binary Classification. Given a miRNA mature sequence and a target amino acid sequence, predict their likelihood of interaction. The miRNA is mmu-miR-876-3p with sequence UAGUGGUUUACAAAGUAAUUCA. The protein sequence of the target gene is MPLLFLERFPWPSLRTYTGLSGLALLGTIVSAYRALSQPEDGSGEPEPLTAPLQPEALAPARLTAGGPRARDVAQYLLSDSLFVWVLVNTACCVLMLVAKLIQCIVFGPLRVSERQHLKDKFWNFIFYKFIFIFGVLNVQTVEEVVMWCLWFAGLVFLHLMVQLCKDRFEYLSFSPTTPMSSHGRVLSLLIAMLLSCCGLAVVCCVTGYTHGMHTLAFMAAESLLVTVRTAHVILRYVIHLWDLNHEGTWEGKGTYVYYTDFVMELALLSLDLMHHIHMLLFGNIWLSMASLVIFMQLRY.... Result: 0 (no interaction).